This data is from Peptide-MHC class I binding affinity with 185,985 pairs from IEDB/IMGT. The task is: Regression. Given a peptide amino acid sequence and an MHC pseudo amino acid sequence, predict their binding affinity value. This is MHC class I binding data. The binding affinity (normalized) is 0.258. The MHC is HLA-A02:03 with pseudo-sequence HLA-A02:03. The peptide sequence is PILPKLFIL.